Dataset: Reaction yield outcomes from USPTO patents with 853,638 reactions. Task: Predict the reaction yield, written as a fraction of the theoretical maximum amount of product (1.0 means a 100% yield; for example, 0.34 means a 34% yield). The catalyst is CN(C=O)C. The reactants are [C:1]1([CH:7]2[N:21]3[C:22]4[C:14]([C:15]5[C:16](=[O:23])[CH2:17][CH2:18][CH2:19][C:20]=53)=[CH:13][CH:12]=[CH:11][C:10]=4[O:9][CH2:8]2)[CH:6]=[CH:5][CH:4]=[CH:3][CH:2]=1.[Li+].[Cl-:25]. The yield is 0.710. The product is [Cl:25][CH:17]1[C:16](=[O:23])[C:15]2[C:14]3[C:22]4=[C:10]([O:9][CH2:8][CH:7]([C:1]5[CH:2]=[CH:3][CH:4]=[CH:5][CH:6]=5)[N:21]4[C:20]=2[CH2:19][CH2:18]1)[CH:11]=[CH:12][CH:13]=3.